Dataset: Reaction yield outcomes from USPTO patents with 853,638 reactions. Task: Predict the reaction yield, written as a fraction of the theoretical maximum amount of product (1.0 means a 100% yield; for example, 0.34 means a 34% yield). (1) The reactants are [CH3:1][S:2][C:3]1[CH:11]=[C:10]2[C:6]([CH:7]=[CH:8][N:9]2S(C2C=CC=CC=2)(=O)=O)=[CH:5][CH:4]=1.[Li]CCCC.[CH:26](=[O:30])[CH:27]([CH3:29])[CH3:28]. The catalyst is C1COCC1. The product is [CH3:28][CH:27]([CH3:29])[C:26]([C:8]1[NH:9][C:10]2[C:6]([CH:7]=1)=[CH:5][CH:4]=[C:3]([S:2][CH3:1])[CH:11]=2)=[O:30]. The yield is 0.643. (2) The reactants are CC#N.[OH2:4].[C:5]1(/[CH:11]=[CH:12]/[C:13]2[CH:18]=[CH:17][CH:16]=[CH:15][CH:14]=2)[CH:10]=[CH:9][CH:8]=[CH:7][CH:6]=1.C(Cl)Cl. The catalyst is CC#N. The product is [C:5]1([C@H:11]2[C@H:12]([C:13]3[CH:14]=[CH:15][CH:16]=[CH:17][CH:18]=3)[O:4]2)[CH:10]=[CH:9][CH:8]=[CH:7][CH:6]=1. The yield is 0.990.